Dataset: Forward reaction prediction with 1.9M reactions from USPTO patents (1976-2016). Task: Predict the product of the given reaction. (1) Given the reactants Br[C:2]1[CH:7]=[CH:6][CH:5]=[CH:4][N:3]=1.Br[C:9]([F:16])([F:15])[C:10]([O:12][CH2:13][CH3:14])=[O:11].C(OC(C)C)(=O)C.P([O-])(O)(O)=O.[K+], predict the reaction product. The product is: [F:15][C:9]([F:16])([C:2]1[CH:7]=[CH:6][CH:5]=[CH:4][N:3]=1)[C:10]([O:12][CH2:13][CH3:14])=[O:11]. (2) Given the reactants Br[CH2:2][CH2:3][CH2:4][C:5]#[N:6].[Na+].[I-].CC1C=CC=CC=1P(C1C=CC=CC=1C)C1C=CC=CC=1C.[CH2:31]([O:38][C:39]1[CH:44]=[C:43](I)[CH:42]=[CH:41][C:40]=1[N:46]1[S:50](=[O:52])(=[O:51])[N:49]([CH2:53][CH2:54][Si:55]([CH3:58])([CH3:57])[CH3:56])[C:48](=[O:59])[CH2:47]1)[C:32]1[CH:37]=[CH:36][CH:35]=[CH:34][CH:33]=1, predict the reaction product. The product is: [CH2:31]([O:38][C:39]1[CH:44]=[C:43]([CH2:2][CH2:3][CH2:4][C:5]#[N:6])[CH:42]=[CH:41][C:40]=1[N:46]1[CH2:47][C:48](=[O:59])[N:49]([CH2:53][CH2:54][Si:55]([CH3:58])([CH3:57])[CH3:56])[S:50]1(=[O:52])=[O:51])[C:32]1[CH:37]=[CH:36][CH:35]=[CH:34][CH:33]=1. (3) Given the reactants [I:1][C:2]1[C:10]2[C:9]([NH:11]CC3C=CC(OC)=CC=3)=[N:8][CH:7]=[N:6][C:5]=2[N:4]([S:21]([C:24]2[CH:29]=[CH:28][CH:27]=[CH:26][CH:25]=2)(=[O:23])=[O:22])[CH:3]=1, predict the reaction product. The product is: [I:1][C:2]1[C:10]2[C:9]([NH2:11])=[N:8][CH:7]=[N:6][C:5]=2[N:4]([S:21]([C:24]2[CH:29]=[CH:28][CH:27]=[CH:26][CH:25]=2)(=[O:23])=[O:22])[CH:3]=1. (4) Given the reactants [N:1]1[CH:6]=[CH:5][CH:4]=[C:3]([CH:7]=O)[CH:2]=1.[CH3:9][C@H:10]1[NH:15][CH2:14][CH2:13][N:12]([C:16]2[CH:17]=[CH:18][C:19]3[N:20]([C:22]([C:25]([F:28])([F:27])[F:26])=[N:23][N:24]=3)[N:21]=2)[CH2:11]1, predict the reaction product. The product is: [CH3:9][C@H:10]1[N:15]([CH2:7][C:3]2[CH:2]=[N:1][CH:6]=[CH:5][CH:4]=2)[CH2:14][CH2:13][N:12]([C:16]2[CH:17]=[CH:18][C:19]3[N:20]([C:22]([C:25]([F:27])([F:26])[F:28])=[N:23][N:24]=3)[N:21]=2)[CH2:11]1. (5) Given the reactants [CH3:1][N:2]1[CH:6]=[CH:5][N:4]=[N:3]1.C([Li])CCC.Cl[Sn:13]([CH3:16])([CH3:15])[CH3:14], predict the reaction product. The product is: [CH3:1][N:2]1[C:6]([Sn:13]([CH3:16])([CH3:15])[CH3:14])=[CH:5][N:4]=[N:3]1.